Dataset: NCI-60 drug combinations with 297,098 pairs across 59 cell lines. Task: Regression. Given two drug SMILES strings and cell line genomic features, predict the synergy score measuring deviation from expected non-interaction effect. (1) Drug 1: CC1=CC2C(CCC3(C2CCC3(C(=O)C)OC(=O)C)C)C4(C1=CC(=O)CC4)C. Drug 2: CCCS(=O)(=O)NC1=C(C(=C(C=C1)F)C(=O)C2=CNC3=C2C=C(C=N3)C4=CC=C(C=C4)Cl)F. Cell line: SF-268. Synergy scores: CSS=-2.45, Synergy_ZIP=5.35, Synergy_Bliss=7.94, Synergy_Loewe=-43.3, Synergy_HSA=2.39. (2) Drug 2: C1=CN(C=N1)CC(O)(P(=O)(O)O)P(=O)(O)O. Drug 1: C1=NC(=NC(=O)N1C2C(C(C(O2)CO)O)O)N. Cell line: SR. Synergy scores: CSS=26.8, Synergy_ZIP=-0.400, Synergy_Bliss=-1.92, Synergy_Loewe=-15.0, Synergy_HSA=-3.03. (3) Drug 1: CC1OCC2C(O1)C(C(C(O2)OC3C4COC(=O)C4C(C5=CC6=C(C=C35)OCO6)C7=CC(=C(C(=C7)OC)O)OC)O)O. Drug 2: CC(C)CN1C=NC2=C1C3=CC=CC=C3N=C2N. Cell line: SK-MEL-28. Synergy scores: CSS=19.8, Synergy_ZIP=-5.31, Synergy_Bliss=2.11, Synergy_Loewe=-3.64, Synergy_HSA=0.916. (4) Synergy scores: CSS=6.98, Synergy_ZIP=-2.43, Synergy_Bliss=0.698, Synergy_Loewe=3.32, Synergy_HSA=1.04. Cell line: T-47D. Drug 2: C(CC(=O)O)C(=O)CN.Cl. Drug 1: C#CCC(CC1=CN=C2C(=N1)C(=NC(=N2)N)N)C3=CC=C(C=C3)C(=O)NC(CCC(=O)O)C(=O)O. (5) Drug 1: C1=CC=C(C=C1)NC(=O)CCCCCCC(=O)NO. Drug 2: CCC1(CC2CC(C3=C(CCN(C2)C1)C4=CC=CC=C4N3)(C5=C(C=C6C(=C5)C78CCN9C7C(C=CC9)(C(C(C8N6C)(C(=O)OC)O)OC(=O)C)CC)OC)C(=O)OC)O.OS(=O)(=O)O. Cell line: 786-0. Synergy scores: CSS=-1.27, Synergy_ZIP=0.992, Synergy_Bliss=1.24, Synergy_Loewe=-0.830, Synergy_HSA=-0.123. (6) Drug 1: C1=CC(=C2C(=C1NCCNCCO)C(=O)C3=C(C=CC(=C3C2=O)O)O)NCCNCCO. Drug 2: C(CC(=O)O)C(=O)CN.Cl. Cell line: HOP-62. Synergy scores: CSS=42.1, Synergy_ZIP=-4.08, Synergy_Bliss=-6.35, Synergy_Loewe=-31.1, Synergy_HSA=-3.25. (7) Drug 1: CS(=O)(=O)OCCCCOS(=O)(=O)C. Drug 2: CC12CCC3C(C1CCC2OP(=O)(O)O)CCC4=C3C=CC(=C4)OC(=O)N(CCCl)CCCl.[Na+]. Cell line: MOLT-4. Synergy scores: CSS=29.8, Synergy_ZIP=-7.69, Synergy_Bliss=0.0877, Synergy_Loewe=-5.06, Synergy_HSA=0.995.